From a dataset of Forward reaction prediction with 1.9M reactions from USPTO patents (1976-2016). Predict the product of the given reaction. (1) Given the reactants [C:1]([O:5][C:6]([N:8]1[CH2:13][CH2:12][CH:11]([N:14]2[CH:18]=[C:17]([C:19]3[C:23]4[CH:24]=[N:25][C:26]([NH2:40])=[C:27]([O:28][C@@H:29]([C:31]5[C:36]([Cl:37])=[CH:35][CH:34]=[C:33]([F:38])[C:32]=5[Cl:39])[CH3:30])[C:22]=4[O:21][CH:20]=3)[CH:16]=[N:15]2)[CH2:10][CH2:9]1)=[O:7])([CH3:4])([CH3:3])[CH3:2].[Br:41]Br, predict the reaction product. The product is: [C:1]([O:5][C:6]([N:8]1[CH2:9][CH2:10][CH:11]([N:14]2[CH:18]=[C:17]([C:19]3[C:23]4[CH:24]=[N:25][C:26]([NH2:40])=[C:27]([O:28][C@@H:29]([C:31]5[C:36]([Cl:37])=[CH:35][CH:34]=[C:33]([F:38])[C:32]=5[Cl:39])[CH3:30])[C:22]=4[O:21][C:20]=3[Br:41])[CH:16]=[N:15]2)[CH2:12][CH2:13]1)=[O:7])([CH3:2])([CH3:3])[CH3:4]. (2) Given the reactants [N+:1]([O-:4])(O)=[O:2].OS(O)(=O)=O.[CH3:10][C:11]([C:13]1[CH:18]=[CH:17][CH:16]=[C:15]([Cl:19])[CH:14]=1)=[O:12], predict the reaction product. The product is: [Cl:19][C:15]1[CH:16]=[CH:17][C:18]([N+:1]([O-:4])=[O:2])=[C:13]([C:11](=[O:12])[CH3:10])[CH:14]=1. (3) Given the reactants CS(O[CH2:6][C:7]1[CH2:9][C:8]=1[CH2:10][CH3:11])(=O)=O.[CH2:12]([O:14][P:15](=[S:20])([O:17][CH2:18][CH3:19])[SH:16])[CH3:13].[K].O, predict the reaction product. The product is: [CH2:12]([O:14][P:15]([O:17][CH2:18][CH3:19])([S:20][CH2:6][C:7]1[CH2:9][C:8]=1[CH2:10][CH3:11])=[S:16])[CH3:13]. (4) Given the reactants FC1C(O[C:9](=[O:27])[C:10]2[CH:15]=[CH:14][C:13]([F:16])=[C:12]([F:17])[C:11]=2[NH:18][C:19]2[CH:24]=[CH:23][C:22]([I:25])=[CH:21][C:20]=2[F:26])=C(F)C(F)=C(F)C=1F.[Cl-].[OH:33][CH:34]1[CH2:38][O:37][NH2+:36][CH2:35]1.CN1CCOCC1.C(OCC)(=O)C, predict the reaction product. The product is: [F:17][C:12]1[C:11]([NH:18][C:19]2[CH:24]=[CH:23][C:22]([I:25])=[CH:21][C:20]=2[F:26])=[C:10]([C:9]([N:36]2[CH2:35][CH:34]([OH:33])[CH2:38][O:37]2)=[O:27])[CH:15]=[CH:14][C:13]=1[F:16]. (5) Given the reactants C[Si]([N-][Si](C)(C)C)(C)C.[K+].[Cl:11][C:12]1[CH:17]=[CH:16][N:15]=[C:14]([NH2:18])[CH:13]=1.[CH3:19][C:20]1[C:25]([C:26]#[N:27])=[CH:24][N:23]=[CH:22][C:21]=1[F:28], predict the reaction product. The product is: [Cl:11][C:12]1[CH:17]=[CH:16][N:15]=[C:14]([NH:18][C:26]([C:25]2[CH:24]=[N:23][CH:22]=[C:21]([F:28])[C:20]=2[CH3:19])=[NH:27])[CH:13]=1. (6) Given the reactants [C:1]([C:5]1[CH:10]=[CH:9][C:8]([C:11]2[NH:25][C:14]3=[N:15][CH:16]=[CH:17][C:18]([N:19]4[CH2:24][CH2:23][NH:22][CH2:21][CH2:20]4)=[C:13]3[N:12]=2)=[CH:7][CH:6]=1)([CH3:4])([CH3:3])[CH3:2].[CH2:26]([C:28]1[NH:29][C:30]([CH3:35])=[C:31]([CH:33]=O)[N:32]=1)[CH3:27].C(O[BH-](OC(=O)C)OC(=O)C)(=O)C.[Na+], predict the reaction product. The product is: [C:1]([C:5]1[CH:10]=[CH:9][C:8]([C:11]2[NH:25][C:14]3=[N:15][CH:16]=[CH:17][C:18]([N:19]4[CH2:20][CH2:21][N:22]([CH2:35][C:30]5[N:29]=[C:28]([CH2:26][CH3:27])[NH:32][C:31]=5[CH3:33])[CH2:23][CH2:24]4)=[C:13]3[N:12]=2)=[CH:7][CH:6]=1)([CH3:4])([CH3:2])[CH3:3]. (7) The product is: [F:5][C:6]1[CH:7]=[CH:8][C:9]([CH2:10][N:11]2[CH2:20][CH2:19][C:18]3[C:17]([C:21]([N:1]=[N+:2]=[N-:3])=[O:22])=[N:16][CH:15]=[C:14]([O:24][CH3:25])[C:13]=3[C:12]2=[O:26])=[CH:27][CH:28]=1. Given the reactants [N-:1]=[N+:2]=[N-:3].[Na+].[F:5][C:6]1[CH:28]=[CH:27][C:9]([CH2:10][N:11]2[CH2:20][CH2:19][C:18]3[C:17]([C:21](Cl)=[O:22])=[N:16][CH:15]=[C:14]([O:24][CH3:25])[C:13]=3[C:12]2=[O:26])=[CH:8][CH:7]=1, predict the reaction product. (8) Given the reactants [N:1]([C@H:4]1[CH2:9][CH2:8][C@H:7]([C:10]([O:12][CH3:13])=[O:11])[C@@H:6]([O:14][CH3:15])[CH2:5]1)=[N+]=[N-].[C:16]([O:20][C:21](O[C:21]([O:20][C:16]([CH3:19])([CH3:18])[CH3:17])=[O:22])=[O:22])([CH3:19])([CH3:18])[CH3:17], predict the reaction product. The product is: [C:16]([O:20][C:21]([NH:1][C@H:4]1[CH2:9][CH2:8][C@H:7]([C:10]([O:12][CH3:13])=[O:11])[C@@H:6]([O:14][CH3:15])[CH2:5]1)=[O:22])([CH3:19])([CH3:18])[CH3:17].